From a dataset of NCI-60 drug combinations with 297,098 pairs across 59 cell lines. Regression. Given two drug SMILES strings and cell line genomic features, predict the synergy score measuring deviation from expected non-interaction effect. (1) Drug 1: C1CCC(C1)C(CC#N)N2C=C(C=N2)C3=C4C=CNC4=NC=N3. Drug 2: C(CCl)NC(=O)N(CCCl)N=O. Cell line: LOX IMVI. Synergy scores: CSS=14.4, Synergy_ZIP=-6.33, Synergy_Bliss=-7.87, Synergy_Loewe=-7.57, Synergy_HSA=-5.77. (2) Drug 1: CC(C)NC(=O)C1=CC=C(C=C1)CNNC.Cl. Drug 2: COC1=C2C(=CC3=C1OC=C3)C=CC(=O)O2. Cell line: SK-MEL-28. Synergy scores: CSS=2.59, Synergy_ZIP=2.11, Synergy_Bliss=7.29, Synergy_Loewe=1.90, Synergy_HSA=2.96. (3) Drug 1: CN(C)N=NC1=C(NC=N1)C(=O)N. Drug 2: C1=NNC2=C1C(=O)NC=N2. Cell line: A498. Synergy scores: CSS=4.22, Synergy_ZIP=-1.13, Synergy_Bliss=1.06, Synergy_Loewe=-0.415, Synergy_HSA=-0.138.